From a dataset of Catalyst prediction with 721,799 reactions and 888 catalyst types from USPTO. Predict which catalyst facilitates the given reaction. (1) Reactant: [C:1]([CH:4]1[S:8][CH:7]([C:9]2[N:14]=[N:13][C:12]([N:15]([CH2:23][C:24]3([C:28]4[C:33]([F:34])=[CH:32][CH:31]=[CH:30][N:29]=4)[CH2:27][CH2:26][CH2:25]3)C(=O)OC(C)(C)C)=[CH:11][CH:10]=2)[N:6]=[C:5]1[O:35]C)(=[O:3])[NH2:2].B(Br)(Br)Br. Product: [F:34][C:33]1[C:28]([C:24]2([CH2:23][NH:15][C:12]3[N:13]=[N:14][C:9]([CH:7]4[N:6]=[C:5]([OH:35])[CH:4]([C:1]([NH2:2])=[O:3])[S:8]4)=[CH:10][CH:11]=3)[CH2:25][CH2:26][CH2:27]2)=[N:29][CH:30]=[CH:31][CH:32]=1. The catalyst class is: 61. (2) Reactant: [C:1]1([C:11]([C:13]2[CH:41]=[CH:40][C:16]3[N:17]([CH2:21][CH2:22][O:23][C:24]4[CH:39]=[CH:38][C:27]([CH2:28][CH:29]([C:34]([O:36][CH3:37])=[O:35])[C:30]([O:32][CH3:33])=[O:31])=[CH:26][CH:25]=4)[C:18](=[O:20])[S:19][C:15]=3[CH:14]=2)=O)[C:10]2[C:5](=[CH:6][CH:7]=[CH:8][CH:9]=2)[CH:4]=[CH:3][CH:2]=1. Product: [C:1]1([CH2:11][C:13]2[CH:41]=[CH:40][C:16]3[N:17]([CH2:21][CH2:22][O:23][C:24]4[CH:39]=[CH:38][C:27]([CH2:28][CH:29]([C:34]([O:36][CH3:37])=[O:35])[C:30]([O:32][CH3:33])=[O:31])=[CH:26][CH:25]=4)[C:18](=[O:20])[S:19][C:15]=3[CH:14]=2)[C:10]2[C:5](=[CH:6][CH:7]=[CH:8][CH:9]=2)[CH:4]=[CH:3][CH:2]=1. The catalyst class is: 11. (3) Reactant: [F:1][C:2]1[CH:7]=[CH:6][C:5]([N:8]2[C:16]3[C:11](=[CH:12][C:13]([CH:17]([C:24]4[CH:29]=[CH:28][CH:27]=[CH:26][CH:25]=4)[C:18]([CH3:23])([CH3:22])[C:19]([OH:21])=O)=[CH:14][CH:15]=3)[CH:10]=[CH:9]2)=[CH:4][CH:3]=1.[NH2:30][C:31]1[S:32][CH:33]=[CH:34][N:35]=1.C(N(C(C)C)CC)(C)C.CN(C(ON1N=NC2C=CC=NC1=2)=[N+](C)C)C.F[P-](F)(F)(F)(F)F. Product: [F:1][C:2]1[CH:3]=[CH:4][C:5]([N:8]2[C:16]3[C:11](=[CH:12][C:13]([CH:17]([C:24]4[CH:25]=[CH:26][CH:27]=[CH:28][CH:29]=4)[C:18]([CH3:22])([CH3:23])[C:19]([NH:30][C:31]4[S:32][CH:33]=[CH:34][N:35]=4)=[O:21])=[CH:14][CH:15]=3)[CH:10]=[CH:9]2)=[CH:6][CH:7]=1. The catalyst class is: 3. (4) Reactant: [C:1]([N:4]1[CH2:9][CH2:8][N:7]([C:10]2[CH:17]=[C:16]([Cl:18])[CH:15]=[CH:14][C:11]=2[CH:12]=O)[CH2:6][CH2:5]1)(=[O:3])[CH3:2].[N:19]1([C:25]([O:27][C:28]([CH3:31])([CH3:30])[CH3:29])=[O:26])[CH2:24][CH2:23][NH:22][CH2:21][CH2:20]1.ClCCl.C(O[BH-](OC(=O)C)OC(=O)C)(=O)C.[Na+]. Product: [C:1]([N:4]1[CH2:9][CH2:8][N:7]([C:10]2[CH:17]=[C:16]([Cl:18])[CH:15]=[CH:14][C:11]=2[CH2:12][N:22]2[CH2:21][CH2:20][N:19]([C:25]([O:27][C:28]([CH3:31])([CH3:30])[CH3:29])=[O:26])[CH2:24][CH2:23]2)[CH2:6][CH2:5]1)(=[O:3])[CH3:2]. The catalyst class is: 6. (5) Reactant: [C:1]([O:5][C:6]([NH:8][C@@H:9]([CH2:13][CH2:14][C:15]1[N:16]=[N:17][NH:18][N:19]=1)[C:10]([OH:12])=O)=[O:7])([CH3:4])([CH3:3])[CH3:2].CN(C(ON1N=NC2C=CC=NC1=2)=[N+](C)C)C.F[P-](F)(F)(F)(F)F.CCN(C(C)C)C(C)C.[CH2:53]([O:57][C:58]([N:60]1[CH2:65][CH2:64][NH:63][CH2:62][CH2:61]1)=[O:59])[CH2:54][CH2:55][CH3:56]. Product: [CH2:53]([O:57][C:58]([N:60]1[CH2:65][CH2:64][N:63]([C:10](=[O:12])[C@@H:9]([NH:8][C:6]([O:5][C:1]([CH3:2])([CH3:3])[CH3:4])=[O:7])[CH2:13][CH2:14][C:15]2[N:16]=[N:17][NH:18][N:19]=2)[CH2:62][CH2:61]1)=[O:59])[CH2:54][CH2:55][CH3:56]. The catalyst class is: 85.